From a dataset of Full USPTO retrosynthesis dataset with 1.9M reactions from patents (1976-2016). Predict the reactants needed to synthesize the given product. Given the product [C:1]([O:4][C:5]1[CH:13]=[CH:12][C:8]2[S:9][CH:10]=[C:11]([Br:14])[C:7]=2[CH:6]=1)(=[O:3])[CH3:2], predict the reactants needed to synthesize it. The reactants are: [C:1]([O:4][C:5]1[CH:13]=[CH:12][C:8]2[S:9][CH:10]=[CH:11][C:7]=2[CH:6]=1)(=[O:3])[CH3:2].[Br:14]Br.O.